This data is from NCI-60 drug combinations with 297,098 pairs across 59 cell lines. The task is: Regression. Given two drug SMILES strings and cell line genomic features, predict the synergy score measuring deviation from expected non-interaction effect. (1) Cell line: K-562. Synergy scores: CSS=10.0, Synergy_ZIP=-2.18, Synergy_Bliss=-1.05, Synergy_Loewe=-3.95, Synergy_HSA=-1.03. Drug 2: C1C(C(OC1N2C=NC3=C2NC=NCC3O)CO)O. Drug 1: CC1=C(C(CCC1)(C)C)C=CC(=CC=CC(=CC(=O)O)C)C. (2) Drug 1: C1C(C(OC1N2C=NC3=C(N=C(N=C32)Cl)N)CO)O. Drug 2: CCC1(C2=C(COC1=O)C(=O)N3CC4=CC5=C(C=CC(=C5CN(C)C)O)N=C4C3=C2)O.Cl. Cell line: SK-OV-3. Synergy scores: CSS=9.61, Synergy_ZIP=-8.37, Synergy_Bliss=-3.37, Synergy_Loewe=-14.9, Synergy_HSA=-8.34. (3) Drug 1: C1=CN(C(=O)N=C1N)C2C(C(C(O2)CO)O)O.Cl. Drug 2: CC1=C(C(CCC1)(C)C)C=CC(=CC=CC(=CC(=O)O)C)C. Cell line: NCIH23. Synergy scores: CSS=38.7, Synergy_ZIP=0.978, Synergy_Bliss=2.01, Synergy_Loewe=-21.9, Synergy_HSA=2.63. (4) Drug 2: C1CN1C2=NC(=NC(=N2)N3CC3)N4CC4. Drug 1: CC1CCC2CC(C(=CC=CC=CC(CC(C(=O)C(C(C(=CC(C(=O)CC(OC(=O)C3CCCCN3C(=O)C(=O)C1(O2)O)C(C)CC4CCC(C(C4)OC)O)C)C)O)OC)C)C)C)OC. Synergy scores: CSS=65.1, Synergy_ZIP=0.359, Synergy_Bliss=0.381, Synergy_Loewe=-4.23, Synergy_HSA=0.973. Cell line: SR. (5) Drug 1: C1CC(=O)NC(=O)C1N2CC3=C(C2=O)C=CC=C3N. Drug 2: CCC1(C2=C(COC1=O)C(=O)N3CC4=CC5=C(C=CC(=C5CN(C)C)O)N=C4C3=C2)O.Cl. Cell line: SF-268. Synergy scores: CSS=12.0, Synergy_ZIP=0.493, Synergy_Bliss=-0.0835, Synergy_Loewe=-17.6, Synergy_HSA=0.597.